Dataset: Forward reaction prediction with 1.9M reactions from USPTO patents (1976-2016). Task: Predict the product of the given reaction. (1) The product is: [CH3:18][S:17][C:15]1[N:16]=[C:4]2[N:3]=[C:2]([C:24]3[CH:25]=[CH:26][C:21]([CH2:20][OH:19])=[CH:22][CH:23]=3)[C:7]([C:8]3[CH:13]=[CH:12][CH:11]=[CH:10][CH:9]=3)=[CH:6][N:5]2[N:14]=1. Given the reactants Cl[C:2]1[C:7]([C:8]2[CH:13]=[CH:12][CH:11]=[CH:10][CH:9]=2)=[CH:6][N:5]2[N:14]=[C:15]([S:17][CH3:18])[N:16]=[C:4]2[N:3]=1.[OH:19][CH2:20][C:21]1[CH:26]=[CH:25][C:24](B(O)O)=[CH:23][CH:22]=1.C([O-])([O-])=O.[Na+].[Na+].COCCOC, predict the reaction product. (2) The product is: [Cl:1][C:2]1[N:3]=[C:4]([NH:12][CH2:13][CH:14]2[CH2:17][N:16]([C:18]([O:20][C:21]([CH3:24])([CH3:23])[CH3:22])=[O:19])[CH2:15]2)[C:5]2[S:10][CH:9]=[CH:8][C:6]=2[N:7]=1. Given the reactants [Cl:1][C:2]1[N:3]=[C:4](Cl)[C:5]2[S:10][CH:9]=[CH:8][C:6]=2[N:7]=1.[NH2:12][CH2:13][CH:14]1[CH2:17][N:16]([C:18]([O:20][C:21]([CH3:24])([CH3:23])[CH3:22])=[O:19])[CH2:15]1.C(N(CC)C(C)C)(C)C, predict the reaction product. (3) The product is: [C:18]([N:22]1[C:13](=[O:15])[C:12]2[C:3](=[N:4][C:5]3[CH:6]=[CH:7][CH:8]=[CH:9][C:10]=3[C:11]=2[Cl:17])[CH2:2]1)([CH3:21])([CH3:20])[CH3:19]. Given the reactants Br[CH2:2][C:3]1[C:12]([C:13]([O:15]C)=O)=[C:11]([Cl:17])[C:10]2[C:5](=[CH:6][CH:7]=[CH:8][CH:9]=2)[N:4]=1.[C:18]([NH2:22])([CH3:21])([CH3:20])[CH3:19], predict the reaction product. (4) The product is: [CH3:1][C:2]1[N:3]=[C:4]([NH:7][C:8]([C:10]2[CH:15]=[C:14]([C:27]3[CH:28]=[C:29]([C:34]#[N:35])[N:30]=[C:31]([CH3:33])[CH:32]=3)[CH:13]=[C:12]([CH3:25])[N:11]=2)=[O:9])[S:5][CH:6]=1. Given the reactants [CH3:1][C:2]1[N:3]=[C:4]([NH:7][C:8]([C:10]2[CH:15]=[C:14](B3OC(C)(C)C(C)(C)O3)[CH:13]=[C:12]([CH3:25])[N:11]=2)=[O:9])[S:5][CH:6]=1.Br[C:27]1[CH:32]=[C:31]([CH3:33])[N:30]=[C:29]([C:34]#[N:35])[CH:28]=1, predict the reaction product.